Dataset: Catalyst prediction with 721,799 reactions and 888 catalyst types from USPTO. Task: Predict which catalyst facilitates the given reaction. (1) Reactant: Cl[C:2]1[C:7]([CH2:8][CH2:9]Cl)=[C:6]([C:11]2[CH:16]=[CH:15][CH:14]=[CH:13][CH:12]=2)[N:5]=[CH:4][N:3]=1.[NH2:17][NH2:18]. Product: [C:11]1([C:6]2[N:5]=[CH:4][N:3]=[C:2]3[NH:17][NH:18][CH2:9][CH2:8][C:7]=23)[CH:16]=[CH:15][CH:14]=[CH:13][CH:12]=1. The catalyst class is: 1. (2) Reactant: [NH2:1][C:2]1[CH:3]=[C:4]2[C:9](=[CH:10][CH:11]=1)[N:8]=[CH:7][C:6]([C:12]#[N:13])=[C:5]2[NH:14][C:15]1[CH:20]=[CH:19][C:18]([F:21])=[C:17]([Cl:22])[CH:16]=1.[CH:23]([C:25]1[NH:26][C:27]2[C:32]([CH:33]=1)=[CH:31][CH:30]=[C:29]([C:34]([N:36]([CH3:38])[CH3:37])=[O:35])[CH:28]=2)=O.[BH3-]C#N.[Na+]. Product: [Cl:22][C:17]1[CH:16]=[C:15]([NH:14][C:5]2[C:4]3[C:9](=[CH:10][CH:11]=[C:2]([NH:1][CH2:23][C:25]4[NH:26][C:27]5[C:32]([CH:33]=4)=[CH:31][CH:30]=[C:29]([C:34]([N:36]([CH3:37])[CH3:38])=[O:35])[CH:28]=5)[CH:3]=3)[N:8]=[CH:7][C:6]=2[C:12]#[N:13])[CH:20]=[CH:19][C:18]=1[F:21]. The catalyst class is: 14. (3) Reactant: Br[CH2:2][CH2:3][OH:4].COC(C)=C.[Br:10][C:11]1[CH:12]=[C:13]2[C:17](=[CH:18][CH:19]=1)[NH:16][CH:15]=[CH:14]2.[H-].[Na+]. Product: [OH:4][CH2:3][CH2:2][N:16]1[C:17]2[C:13](=[CH:12][C:11]([Br:10])=[CH:19][CH:18]=2)[CH:14]=[CH:15]1. The catalyst class is: 118.